This data is from Catalyst prediction with 721,799 reactions and 888 catalyst types from USPTO. The task is: Predict which catalyst facilitates the given reaction. Reactant: [CH3:1][O:2][CH2:3][O:4][C:5]1[CH:6]=[CH:7][C:8]2[C@@H:9]3[C@@H:17]([C@H:18]([CH2:22][CH2:23][CH2:24][CH2:25][O:26][CH2:27][CH2:28][O:29][CH2:30][CH2:31][O:32][CH2:33][CH2:34][O:35]CC4C=CC=CC=4)[CH2:19][C:20]=2[CH:21]=1)[C@H:16]1[C@@:12]([CH3:47])([C@@H:13]([O:43][CH2:44][O:45][CH3:46])[CH2:14][CH2:15]1)[CH2:11][CH2:10]3. Product: [CH3:1][O:2][CH2:3][O:4][C:5]1[CH:6]=[CH:7][C:8]2[C@@H:9]3[C@@H:17]([C@H:18]([CH2:22][CH2:23][CH2:24][CH2:25][O:26][CH2:27][CH2:28][O:29][CH2:30][CH2:31][O:32][CH2:33][CH2:34][OH:35])[CH2:19][C:20]=2[CH:21]=1)[C@H:16]1[C@@:12]([CH3:47])([C@@H:13]([O:43][CH2:44][O:45][CH3:46])[CH2:14][CH2:15]1)[CH2:11][CH2:10]3. The catalyst class is: 63.